Dataset: Full USPTO retrosynthesis dataset with 1.9M reactions from patents (1976-2016). Task: Predict the reactants needed to synthesize the given product. (1) Given the product [CH2:15]([O:17][C:18]([C:20]1([NH:30][C:7](=[O:9])[C:6]2[CH:10]=[CH:11][CH:12]=[C:13]([CH3:14])[C:5]=2[O:4][CH:1]([CH3:2])[CH3:3])[CH2:21][C:22]2=[C:26]([CH3:27])[S:25][C:24]([CH3:28])=[C:23]2[CH2:29]1)=[O:19])[CH3:16], predict the reactants needed to synthesize it. The reactants are: [CH:1]([O:4][C:5]1[C:13]([CH3:14])=[CH:12][CH:11]=[CH:10][C:6]=1[C:7]([OH:9])=O)([CH3:3])[CH3:2].[CH2:15]([O:17][C:18]([C:20]1([NH2:30])[CH2:29][C:23]2=[C:24]([CH3:28])[S:25][C:26]([CH3:27])=[C:22]2[CH2:21]1)=[O:19])[CH3:16].CN(C(ON1N=NC2C=CC=NC1=2)=[N+](C)C)C.F[P-](F)(F)(F)(F)F.CCN(C(C)C)C(C)C. (2) Given the product [CH3:35][O:36][C:37](=[O:51])[CH:38]([O:27][P:24]([CH:20]([NH:19][C:17](=[O:18])[CH:16]([NH:15][C:13]([O:12][CH2:5][C:6]1[CH:11]=[CH:10][CH:9]=[CH:8][CH:7]=1)=[O:14])[CH2:28][C:29]1[CH:30]=[CH:31][CH:32]=[CH:33][CH:34]=1)[CH:21]([CH3:22])[CH3:23])([OH:26])=[O:25])[CH2:39][CH2:40][CH2:41][NH:42][C:43]([O:45][C:46]([CH3:48])([CH3:47])[CH3:49])=[O:44], predict the reactants needed to synthesize it. The reactants are: S(Cl)(Cl)=O.[CH2:5]([O:12][C:13]([NH:15][CH:16]([CH2:28][C:29]1[CH:34]=[CH:33][CH:32]=[CH:31][CH:30]=1)[C:17]([NH:19][CH:20]([P:24](=[O:27])([OH:26])[OH:25])[CH:21]([CH3:23])[CH3:22])=[O:18])=[O:14])[C:6]1[CH:11]=[CH:10][CH:9]=[CH:8][CH:7]=1.[CH3:35][O:36][C:37](=[O:51])[CH:38](O)[CH2:39][CH2:40][CH2:41][NH:42][C:43]([O:45][C:46]([CH3:49])([CH3:48])[CH3:47])=[O:44].C(OCC)(=O)C.